From a dataset of HIV replication inhibition screening data with 41,000+ compounds from the AIDS Antiviral Screen. Binary Classification. Given a drug SMILES string, predict its activity (active/inactive) in a high-throughput screening assay against a specified biological target. (1) The molecule is CP(C)CC[PH]12CC[PH](C)(C)[W]1(C#[O+])(C#[O+])[PH](C)(C)CC2. The result is 0 (inactive). (2) The molecule is CCCCNC(=O)CCN(C(=O)O)S(=O)(=O)c1ccc(NC(=O)c2ccccc2)cc1. The result is 0 (inactive). (3) The molecule is CC1(CO)COc2ccccc2C1=O. The result is 0 (inactive).